Task: Predict which catalyst facilitates the given reaction.. Dataset: Catalyst prediction with 721,799 reactions and 888 catalyst types from USPTO (1) Reactant: [Cl:1][C:2]1[CH:7]=[C:6]([C:8]#[C:9][Si](C)(C)C)[CH:5]=[C:4]([Cl:14])[C:3]=1[NH:15][C:16]1[C:25]2[CH:26]=[CH:27][N:28]=[C:29]([O:30][CH3:31])[C:24]=2[C:23]2[C:18](=[CH:19][CH:20]=[N:21][CH:22]=2)[N:17]=1.C([O-])([O-])=O.[K+].[K+]. Product: [Cl:14][C:4]1[CH:5]=[C:6]([C:8]#[CH:9])[CH:7]=[C:2]([Cl:1])[C:3]=1[NH:15][C:16]1[C:25]2[CH:26]=[CH:27][N:28]=[C:29]([O:30][CH3:31])[C:24]=2[C:23]2[C:18](=[CH:19][CH:20]=[N:21][CH:22]=2)[N:17]=1. The catalyst class is: 5. (2) Reactant: O.[C:2]1([CH3:12])[CH:7]=[CH:6][C:5]([S:8]([OH:11])(=[O:10])=[O:9])=[CH:4][CH:3]=1.C([N:20]1[CH2:24][CH2:23][C@@H:22]([OH:25])[CH2:21]1)(OC(C)(C)C)=O. Product: [NH:20]1[CH2:24][CH2:23][C@@H:22]([OH:25])[CH2:21]1.[CH3:12][C:2]1[CH:3]=[CH:4][C:5]([S:8]([O-:11])(=[O:10])=[O:9])=[CH:6][CH:7]=1. The catalyst class is: 8. (3) Reactant: [CH2:1]([N:8]1[CH2:13][C:12](=O)[N:11]2[C:15]3[CH:21]=[N:20][C:19]([O:22][CH3:23])=[CH:18][C:16]=3[CH2:17][CH:10]2[C:9]1=O)[C:2]1[CH:7]=[CH:6][CH:5]=[CH:4][CH:3]=1.[H-].[Al+3].[Li+].[H-].[H-].[H-].O.[OH-].[Na+]. Product: [CH2:1]([N:8]1[CH2:13][CH2:12][N:11]2[C:15]3[CH:21]=[N:20][C:19]([O:22][CH3:23])=[CH:18][C:16]=3[CH2:17][CH:10]2[CH2:9]1)[C:2]1[CH:3]=[CH:4][CH:5]=[CH:6][CH:7]=1. The catalyst class is: 207.